This data is from Catalyst prediction with 721,799 reactions and 888 catalyst types from USPTO. The task is: Predict which catalyst facilitates the given reaction. (1) Reactant: [OH-].[K+].[CH3:3][N:4]([CH3:10])[CH2:5][CH:6]([OH:9])[CH2:7]O.CS([O:15][CH2:16][CH2:17][CH2:18][CH2:19][CH2:20][CH2:21][CH2:22][CH2:23]/[CH:24]=[CH:25]\[CH2:26]/[CH:27]=[CH:28]\[CH2:29][CH2:30][CH2:31][CH2:32][CH3:33])(=O)=O. Product: [CH2:16]([O:15][CH:5]([N:4]([CH3:10])[CH3:3])[CH:6]([O:9][CH2:16][CH2:17][CH2:18][CH2:19][CH2:20][CH2:21][CH2:22][CH2:23]/[CH:24]=[CH:25]\[CH2:26]/[CH:27]=[CH:28]\[CH2:29][CH2:30][CH2:31][CH2:32][CH3:33])[CH3:7])[CH2:17][CH2:18][CH2:19][CH2:20][CH2:21][CH2:22][CH2:23]/[CH:24]=[CH:25]\[CH2:26]/[CH:27]=[CH:28]\[CH2:29][CH2:30][CH2:31][CH2:32][CH3:33]. The catalyst class is: 11. (2) Reactant: Cl.[C:2]1([CH3:10])[CH:7]=[CH:6][CH:5]=[CH:4][C:3]=1[NH:8][NH2:9].C(N(CC)CC)C.C(O)(C(F)(F)F)=O.[F:25][C:26]([F:44])([F:43])[C:27](=O)[CH2:28][C:29]([C:31]1[CH:41]=[CH:40][C:34]2[O:35][CH2:36][C:37](=[O:39])[NH:38][C:33]=2[CH:32]=1)=O. Product: [C:2]1([CH3:10])[CH:7]=[CH:6][CH:5]=[CH:4][C:3]=1[N:8]1[C:29]([C:31]2[CH:41]=[CH:40][C:34]3[O:35][CH2:36][C:37](=[O:39])[NH:38][C:33]=3[CH:32]=2)=[CH:28][C:27]([C:26]([F:44])([F:43])[F:25])=[N:9]1. The catalyst class is: 41. (3) Reactant: [Br:1][C:2]1[N:6]2[CH:7]=[C:8]([C:11]3[CH:19]=[CH:18][C:14]([C:15]([OH:17])=O)=[CH:13][CH:12]=3)[N:9]=[CH:10][C:5]2=[N:4][CH:3]=1.C[N:21]1[CH2:26][CH2:25][O:24][CH2:23][CH2:22]1.CN(C(ON1N=NC2C=CC=NC1=2)=[N+](C)C)C.F[P-](F)(F)(F)(F)F.N1CCOCC1. Product: [Br:1][C:2]1[N:6]2[CH:7]=[C:8]([C:11]3[CH:12]=[CH:13][C:14]([C:15]([N:21]4[CH2:26][CH2:25][O:24][CH2:23][CH2:22]4)=[O:17])=[CH:18][CH:19]=3)[N:9]=[CH:10][C:5]2=[N:4][CH:3]=1. The catalyst class is: 18. (4) Reactant: [NH2:1][C:2](=[S:14])[CH2:3][N:4]1[CH:8]=[C:7]([C:9]([O:11][CH2:12][CH3:13])=[O:10])[CH:6]=[N:5]1.Br[CH2:16][C:17]([C:19]1[CH:24]=[CH:23][C:22]([Cl:25])=[CH:21][CH:20]=1)=O. Product: [Cl:25][C:22]1[CH:23]=[CH:24][C:19]([C:17]2[N:1]=[C:2]([CH2:3][N:4]3[CH:8]=[C:7]([C:9]([O:11][CH2:12][CH3:13])=[O:10])[CH:6]=[N:5]3)[S:14][CH:16]=2)=[CH:20][CH:21]=1. The catalyst class is: 8. (5) Reactant: [CH2:1]([C:7]1[CH:8]=[N:9][C:10]2[C:15]([CH:16]=1)=[CH:14][CH:13]=[CH:12][C:11]=2[C:17]([OH:19])=O)[CH2:2][CH2:3][CH2:4][CH2:5][CH3:6].[NH2:20][C:21]1[CH:22]=[C:23]([CH:32]=[CH:33][CH:34]=1)[O:24][CH2:25][C:26]([O:28][CH:29]([CH3:31])[CH3:30])=[O:27].CN1CCOCC1.CN(C(ON1N=NC2C=CC=NC1=2)=[N+](C)C)C.F[P-](F)(F)(F)(F)F. Product: [CH2:1]([C:7]1[CH:8]=[N:9][C:10]2[C:15]([CH:16]=1)=[CH:14][CH:13]=[CH:12][C:11]=2[C:17]([NH:20][C:21]1[CH:22]=[C:23]([CH:32]=[CH:33][CH:34]=1)[O:24][CH2:25][C:26]([O:28][CH:29]([CH3:30])[CH3:31])=[O:27])=[O:19])[CH2:2][CH2:3][CH2:4][CH2:5][CH3:6]. The catalyst class is: 3. (6) Reactant: N1C(C(Cl)=O)=CC=CC=1C(Cl)=O.NC[C:15]1[C:16]2[C:21]([C:22](CN)=[C:23]3[C:28]=1[CH:27]=[CH:26][CH:25]=[CH:24]3)=[CH:20][CH:19]=[CH:18][CH:17]=2.C(N(CC)CC)C.CO. Product: [CH:17]1[C:16]2[C:21](=[CH:22][C:23]3[C:28]([CH:15]=2)=[CH:27][CH:26]=[CH:25][CH:24]=3)[CH:20]=[CH:19][CH:18]=1. The catalyst class is: 22.